Dataset: Forward reaction prediction with 1.9M reactions from USPTO patents (1976-2016). Task: Predict the product of the given reaction. Given the reactants N.C[N:3](CC)CC.C[N:9](C)CC[OH:12].C(C[NH2:17])[OH:15].[C:18](=[O:20])=[O:19], predict the reaction product. The product is: [C:18](=[O:12])([OH:20])[O-:19].[NH4+:3].[C:18](=[O:15])([O-:20])[O-:19].[NH4+:9].[NH4+:17].